Dataset: Reaction yield outcomes from USPTO patents with 853,638 reactions. Task: Predict the reaction yield, written as a fraction of the theoretical maximum amount of product (1.0 means a 100% yield; for example, 0.34 means a 34% yield). (1) The reactants are Cl[C:2]1[N:7]=[C:6]([Cl:8])[N:5]=[C:4]([NH:9][C:10]2[CH:15]=[CH:14][C:13]([F:16])=[C:12]([C:17]([F:20])([F:19])[F:18])[CH:11]=2)[N:3]=1.O.[NH2:22][NH2:23]. The catalyst is C1COCC1. The product is [Cl:8][C:6]1[N:7]=[C:2]([NH:22][NH2:23])[N:3]=[C:4]([NH:9][C:10]2[CH:15]=[CH:14][C:13]([F:16])=[C:12]([C:17]([F:20])([F:19])[F:18])[CH:11]=2)[N:5]=1. The yield is 0.830. (2) The reactants are [CH2:1]([O:3][C:4]([C:6]1[C:7]([CH3:29])=[C:8](C(OC(C)(C)C)=O)[NH:9][C:10]=1[CH2:11][CH2:12][C:13](=[O:21])[NH:14][CH2:15][CH2:16][NH:17][C:18](=[O:20])[CH3:19])=[O:5])[CH3:2].Cl. The catalyst is C(O)C. The product is [CH2:1]([O:3][C:4]([C:6]1[C:7]([CH3:29])=[CH:8][NH:9][C:10]=1[CH2:11][CH2:12][C:13](=[O:21])[NH:14][CH2:15][CH2:16][NH:17][C:18](=[O:20])[CH3:19])=[O:5])[CH3:2]. The yield is 0.970. (3) The reactants are [CH:1]1[C:9]2[C:8]3[CH:10]=[CH:11][CH:12]=[CH:13][C:7]=3[O:6][C:5]=2[CH:4]=[CH:3][C:2]=1B(O)O.[Br:17][C:18]1[CH:27]=[CH:26][C:25]2[C:20](=[CH:21][CH:22]=[C:23](Br)[CH:24]=2)[CH:19]=1.C(COC)OC.C(=O)([O-])[O-].[Na+].[Na+]. The catalyst is C1C=CC([P]([Pd]([P](C2C=CC=CC=2)(C2C=CC=CC=2)C2C=CC=CC=2)([P](C2C=CC=CC=2)(C2C=CC=CC=2)C2C=CC=CC=2)[P](C2C=CC=CC=2)(C2C=CC=CC=2)C2C=CC=CC=2)(C2C=CC=CC=2)C2C=CC=CC=2)=CC=1.O. The product is [Br:17][C:18]1[CH:19]=[C:20]2[C:25](=[CH:26][CH:27]=1)[CH:24]=[C:23]([C:2]1[CH:3]=[CH:4][C:5]3[O:6][C:7]4[CH:13]=[CH:12][CH:11]=[CH:10][C:8]=4[C:9]=3[CH:1]=1)[CH:22]=[CH:21]2. The yield is 0.380.